Dataset: Reaction yield outcomes from USPTO patents with 853,638 reactions. Task: Predict the reaction yield, written as a fraction of the theoretical maximum amount of product (1.0 means a 100% yield; for example, 0.34 means a 34% yield). (1) The yield is 0.960. The catalyst is O1CCOCC1. The reactants are [CH2:1]([O:3][C:4]([O:6][C:7]1[CH:8]=[C:9]([CH2:19][C@H:20]([NH:32]C(OC(C)(C)C)=O)[C:21]([O:23][C@H:24]([CH3:31])[C@H:25]([O:27][C:28](=[O:30])[CH3:29])[CH3:26])=[O:22])[CH:10]=[CH:11][C:12]=1[O:13][C:14]([O:16][CH2:17][CH3:18])=[O:15])=[O:5])[CH3:2].[ClH:40]. The product is [ClH:40].[NH2:32][C@@H:20]([CH2:19][C:9]1[CH:10]=[CH:11][C:12]([O:13][C:14]([O:16][CH2:17][CH3:18])=[O:15])=[C:7]([O:6][C:4]([O:3][CH2:1][CH3:2])=[O:5])[CH:8]=1)[C:21]([O:23][C@H:24]([CH3:31])[C@H:25]([O:27][C:28](=[O:30])[CH3:29])[CH3:26])=[O:22]. (2) The reactants are Br[C:2]1[C:3]([NH:25][CH3:26])=[N:4][C:5]([NH:8][C:9]2[CH:14]=[CH:13][C:12]([C:15]([N:17]3[CH2:22][CH2:21][O:20][CH2:19][CH2:18]3)=[O:16])=[CH:11][C:10]=2[O:23][CH3:24])=[N:6][CH:7]=1.[CH:27]1([B-](F)(F)F)[CH2:29][CH2:28]1.[K+].C(=O)([O-])[O-].[Cs+].[Cs+].CC(C1C=C(C(C)C)C(C2C=CC=CC=2P(C2CCCCC2)C2CCCCC2)=C(C(C)C)C=1)C. The catalyst is C([O-])(=O)C.[Pd+2].C([O-])(=O)C.O.C1(C)C=CC=CC=1. The product is [CH:27]1([C:2]2[C:3]([NH:25][CH3:26])=[N:4][C:5]([NH:8][C:9]3[CH:14]=[CH:13][C:12]([C:15]([N:17]4[CH2:22][CH2:21][O:20][CH2:19][CH2:18]4)=[O:16])=[CH:11][C:10]=3[O:23][CH3:24])=[N:6][CH:7]=2)[CH2:29][CH2:28]1. The yield is 0.250.